This data is from Reaction yield outcomes from USPTO patents with 853,638 reactions. The task is: Predict the reaction yield, written as a fraction of the theoretical maximum amount of product (1.0 means a 100% yield; for example, 0.34 means a 34% yield). (1) The reactants are I[C:2]1[C:3]2[C:25]([O:26][CH3:27])=[CH:24][CH:23]=[N:22][C:4]=2[N:5]2[C:10]=1[CH:9]=[CH:8][N:7]=[C:6]2[NH:11][S:12]([C:15]1[CH:21]=[CH:20][C:18]([CH3:19])=[CH:17][CH:16]=1)(=[O:14])=[O:13].[SnH3]C1N=CC=CN=1.C(Cl)(Cl)Cl.C1C=CC(P(C2C=CC=CC=2)C2C=CC=CC=2)=CC=1.[Li+].[Cl-]. The catalyst is O1CCOCC1.C1C=CC(/C=C/C(/C=C/C2C=CC=CC=2)=O)=CC=1.C1C=CC(/C=C/C(/C=C/C2C=CC=CC=2)=O)=CC=1.C1C=CC(/C=C/C(/C=C/C2C=CC=CC=2)=O)=CC=1.[Pd].[Pd].[Cu]I. The product is [CH3:27][O:26][C:25]1[C:3]2[CH:2]=[C:10]3[CH:9]=[CH:8][N:7]=[C:6]([NH:11][S:12]([C:15]4[CH:21]=[CH:20][C:18]([CH3:19])=[CH:17][CH:16]=4)(=[O:14])=[O:13])[N:5]3[C:4]=2[N:22]=[CH:23][CH:24]=1. The yield is 0.280. (2) The reactants are Cl.Cl.Cl.[F:4][C:5]1[CH:6]=[C:7]([C:12]2[N:13]=[C:14]([CH:22]3[CH2:27][CH2:26][NH:25][CH2:24][CH2:23]3)[N:15]([CH:17](N(C)C)[CH3:18])[CH:16]=2)[CH:8]=[CH:9][C:10]=1[F:11].Cl[C:29]1[C:30]2[C:37]([CH3:39])([CH3:38])[C:36](=[O:40])[NH:35][C:31]=2[N:32]=[CH:33][N:34]=1.[CH3:41][N:42](C=O)[CH3:43]. No catalyst specified. The product is [F:4][C:5]1[CH:6]=[C:7]([C:12]2[N:13]=[C:14]([CH:22]3[CH2:27][CH2:26][N:25]([C:29]4[C:30]5[C:37]([CH3:39])([CH3:38])[C:36](=[O:40])[NH:35][C:31]=5[N:32]=[CH:33][N:34]=4)[CH2:24][CH2:23]3)[N:15]([CH2:17][CH2:18][N:42]([CH3:43])[CH3:41])[CH:16]=2)[CH:8]=[CH:9][C:10]=1[F:11]. The yield is 0.159. (3) The catalyst is CC(N(C)C)=O.O. The product is [Cl:1][C:2]1[CH:3]=[C:4]([NH:16][C:17]2[N:22]=[CH:21][N:20]=[C:19]3[NH:23][N:24]=[C:25]([O:26][CH2:27][CH2:28][N:29]4[CH2:39][CH2:38][O:32][CH2:31][C:30]4=[O:43])[C:18]=23)[CH:5]=[CH:6][C:7]=1[O:8][CH2:9][C:10]1[CH:15]=[CH:14][CH:13]=[CH:12][N:11]=1. The reactants are [Cl:1][C:2]1[CH:3]=[C:4]([NH:16][C:17]2[N:22]=[CH:21][N:20]=[C:19]3[NH:23][N:24]=[C:25]([O:26][CH2:27][CH2:28][NH:29][CH2:30][CH2:31][OH:32])[C:18]=23)[CH:5]=[CH:6][C:7]=1[O:8][CH2:9][C:10]1[CH:15]=[CH:14][CH:13]=[CH:12][N:11]=1.C(N([CH2:38][CH3:39])CC)C.ClCC(OC(=O)CCl)=[O:43].[H-].[Na+]. The yield is 0.240. (4) The reactants are FC(F)(F)C(O)=O.[CH:8]([N:11]1[C:15]([C:16]2[N:25]=[C:24]3[N:18]([CH2:19][CH2:20][O:21][C:22]4[CH:29]=[C:28]([CH:30]5[CH2:35][CH2:34][NH:33][CH2:32][CH2:31]5)[CH:27]=[CH:26][C:23]=43)[CH:17]=2)=[N:14][CH:13]=[N:12]1)([CH3:10])[CH3:9].C(=O)([O-])[O-].[K+].[K+].Cl[CH2:43][C:44]([N:46]([CH3:48])[CH3:47])=[O:45]. The catalyst is C1COCC1.C(Cl)Cl. The product is [CH:8]([N:11]1[C:15]([C:16]2[N:25]=[C:24]3[C:23]4[CH:26]=[CH:27][C:28]([CH:30]5[CH2:35][CH2:34][N:33]([CH2:43][C:44]([N:46]([CH3:48])[CH3:47])=[O:45])[CH2:32][CH2:31]5)=[CH:29][C:22]=4[O:21][CH2:20][CH2:19][N:18]3[CH:17]=2)=[N:14][CH:13]=[N:12]1)([CH3:10])[CH3:9]. The yield is 0.290. (5) The reactants are [CH3:1][C:2]1[N:7]=[C:6]([C:8]2[CH:13]=[CH:12][CH:11]=[C:10]([C:14]3[CH:15]=[C:16]([NH2:20])[CH:17]=[CH:18][CH:19]=3)[N:9]=2)[CH:5]=[C:4]([C:21]2[CH:26]=[CH:25][C:24]([C:27]([F:30])([F:29])[F:28])=[CH:23][CH:22]=2)[CH:3]=1.[CH3:31][S:32](Cl)(=[O:34])=[O:33]. The catalyst is CCOC(C)=O.C([O-])(O)=O.[Na+]. The product is [CH3:1][C:2]1[N:7]=[C:6]([C:8]2[CH:13]=[CH:12][CH:11]=[C:10]([C:14]3[CH:15]=[C:16]([NH:20][S:32]([CH3:31])(=[O:34])=[O:33])[CH:17]=[CH:18][CH:19]=3)[N:9]=2)[CH:5]=[C:4]([C:21]2[CH:26]=[CH:25][C:24]([C:27]([F:28])([F:30])[F:29])=[CH:23][CH:22]=2)[CH:3]=1. The yield is 0.190. (6) The reactants are [C:1]([O:5][C:6](=[O:20])[CH2:7]/[N:8]=[CH:9]/[CH2:10][C:11]([C:14]1[CH2:15][CH2:16][O:17][CH2:18][CH:19]=1)([CH3:13])[CH3:12])([CH3:4])([CH3:3])[CH3:2].[Cl:21][C:22]1[C:23]([F:40])=[C:24](/[CH:28]=[C:29](/[C:32]2[CH:37]=[CH:36][C:35]([Cl:38])=[CH:34][C:33]=2[F:39])\[C:30]#[N:31])[CH:25]=[CH:26][CH:27]=1.C(N(CC)CC)C.C1CCN2C(=NCCC2)CC1. The catalyst is ClCCl.C(O)(C)(C)C. The product is [C:1]([O:5][C:6]([CH:7]1[CH:28]([C:24]2[CH:25]=[CH:26][CH:27]=[C:22]([Cl:21])[C:23]=2[F:40])[C:29]([C:32]2[CH:37]=[CH:36][C:35]([Cl:38])=[CH:34][C:33]=2[F:39])([C:30]#[N:31])[CH:9]([CH2:10][C:11]([C:14]2[CH2:19][CH2:18][O:17][CH2:16][CH:15]=2)([CH3:13])[CH3:12])[NH:8]1)=[O:20])([CH3:2])([CH3:3])[CH3:4]. The yield is 0.750.